From a dataset of NCI-60 drug combinations with 297,098 pairs across 59 cell lines. Regression. Given two drug SMILES strings and cell line genomic features, predict the synergy score measuring deviation from expected non-interaction effect. (1) Drug 1: COC1=CC(=CC(=C1O)OC)C2C3C(COC3=O)C(C4=CC5=C(C=C24)OCO5)OC6C(C(C7C(O6)COC(O7)C8=CC=CS8)O)O. Drug 2: C1=CC=C(C=C1)NC(=O)CCCCCCC(=O)NO. Cell line: RXF 393. Synergy scores: CSS=42.8, Synergy_ZIP=3.39, Synergy_Bliss=7.73, Synergy_Loewe=4.12, Synergy_HSA=9.77. (2) Drug 1: CC(CN1CC(=O)NC(=O)C1)N2CC(=O)NC(=O)C2. Drug 2: CC=C1C(=O)NC(C(=O)OC2CC(=O)NC(C(=O)NC(CSSCCC=C2)C(=O)N1)C(C)C)C(C)C. Cell line: SNB-75. Synergy scores: CSS=54.9, Synergy_ZIP=2.81, Synergy_Bliss=3.40, Synergy_Loewe=-49.3, Synergy_HSA=4.30. (3) Drug 1: CC1C(C(CC(O1)OC2CC(OC(C2O)C)OC3=CC4=CC5=C(C(=O)C(C(C5)C(C(=O)C(C(C)O)O)OC)OC6CC(C(C(O6)C)O)OC7CC(C(C(O7)C)O)OC8CC(C(C(O8)C)O)(C)O)C(=C4C(=C3C)O)O)O)O. Drug 2: C1CC(=O)NC(=O)C1N2C(=O)C3=CC=CC=C3C2=O. Cell line: 786-0. Synergy scores: CSS=34.2, Synergy_ZIP=0.802, Synergy_Bliss=0.121, Synergy_Loewe=-35.0, Synergy_HSA=-0.358. (4) Drug 1: C1=CC(=CC=C1CCC2=CNC3=C2C(=O)NC(=N3)N)C(=O)NC(CCC(=O)O)C(=O)O. Drug 2: CCCCCOC(=O)NC1=NC(=O)N(C=C1F)C2C(C(C(O2)C)O)O. Cell line: K-562. Synergy scores: CSS=35.6, Synergy_ZIP=-0.185, Synergy_Bliss=-1.14, Synergy_Loewe=-13.3, Synergy_HSA=-0.781. (5) Drug 1: CCC1=C2CN3C(=CC4=C(C3=O)COC(=O)C4(CC)O)C2=NC5=C1C=C(C=C5)O. Drug 2: CNC(=O)C1=NC=CC(=C1)OC2=CC=C(C=C2)NC(=O)NC3=CC(=C(C=C3)Cl)C(F)(F)F. Cell line: HCT116. Synergy scores: CSS=68.9, Synergy_ZIP=4.70, Synergy_Bliss=5.43, Synergy_Loewe=-15.5, Synergy_HSA=8.51. (6) Drug 1: C1=NC2=C(N=C(N=C2N1C3C(C(C(O3)CO)O)F)Cl)N. Drug 2: C(CN)CNCCSP(=O)(O)O. Cell line: OVCAR-8. Synergy scores: CSS=42.4, Synergy_ZIP=2.74, Synergy_Bliss=2.63, Synergy_Loewe=-76.8, Synergy_HSA=1.27. (7) Cell line: PC-3. Synergy scores: CSS=4.89, Synergy_ZIP=-2.25, Synergy_Bliss=-0.0481, Synergy_Loewe=-10.9, Synergy_HSA=-2.02. Drug 1: C1=CN(C(=O)N=C1N)C2C(C(C(O2)CO)O)O.Cl. Drug 2: CS(=O)(=O)CCNCC1=CC=C(O1)C2=CC3=C(C=C2)N=CN=C3NC4=CC(=C(C=C4)OCC5=CC(=CC=C5)F)Cl.